The task is: Predict the reactants needed to synthesize the given product.. This data is from Full USPTO retrosynthesis dataset with 1.9M reactions from patents (1976-2016). Given the product [C:2]([N+:6]([O-:7])=[CH:18][C:17]1[CH:16]=[CH:15][C:14]([S:11](=[O:13])(=[O:12])[NH:10][CH2:8][CH3:9])=[CH:21][CH:20]=1)([CH3:5])([CH3:4])[CH3:3], predict the reactants needed to synthesize it. The reactants are: Cl.[C:2]([NH:6][OH:7])([CH3:5])([CH3:4])[CH3:3].[CH2:8]([NH:10][S:11]([C:14]1[CH:21]=[CH:20][C:17]([CH:18]=O)=[CH:16][CH:15]=1)(=[O:13])=[O:12])[CH3:9].